This data is from Forward reaction prediction with 1.9M reactions from USPTO patents (1976-2016). The task is: Predict the product of the given reaction. Given the reactants [CH2:1]([C:3]1([CH:13]=[N:14][S:15]([C:17]([CH3:20])([CH3:19])[CH3:18])=[O:16])[CH2:12][CH2:11][C:6]2([O:10][CH2:9][CH2:8][O:7]2)[CH2:5][CH2:4]1)[CH3:2].[CH2:21](C1(C#N)CCC2(OCCO2)CC1)[CH3:22].C1(CC2(C=NS(C(C)(C)C)=O)CCC3(OCCO3)CC2)CC1.C([Mg]Br)=C.S([O-])([O-])(=O)=O.[Na+].[Na+], predict the reaction product. The product is: [CH2:1]([C:3]1([CH:13]([NH:14][S:15]([C:17]([CH3:19])([CH3:18])[CH3:20])=[O:16])[CH:21]=[CH2:22])[CH2:4][CH2:5][C:6]2([O:7][CH2:8][CH2:9][O:10]2)[CH2:11][CH2:12]1)[CH3:2].